This data is from Full USPTO retrosynthesis dataset with 1.9M reactions from patents (1976-2016). The task is: Predict the reactants needed to synthesize the given product. (1) Given the product [NH2:8][C:9]([CH2:17][CH2:18][C:19]1[CH:24]=[CH:23][C:22]([CH2:25][CH2:26][CH2:27][CH2:28][CH2:29][N:30]2[CH:34]=[C:33]([C:35]3[CH:40]=[CH:39][C:38]([C:41]4[C:42]5[N:46]([C:47]([F:56])([F:55])[N:48]6[C:52]=4[C:51]([CH3:53])=[CH:50][CH:49]6[CH3:54])[C:45]([CH3:57])=[CH:44][C:43]=5[CH3:58])=[CH:37][CH:36]=3)[N:32]=[N:31]2)=[CH:21][CH:20]=1)([CH2:10][OH:11])[CH2:14][OH:13], predict the reactants needed to synthesize it. The reactants are: C(OC([NH:8][C:9]1([CH2:17][CH2:18][C:19]2[CH:24]=[CH:23][C:22]([CH2:25][CH2:26][CH2:27][CH2:28][CH2:29][N:30]3[CH:34]=[C:33]([C:35]4[CH:40]=[CH:39][C:38]([C:41]5[C:42]6[N:46]([C:47]([F:56])([F:55])[N:48]7[C:52]=5[C:51]([CH3:53])=[CH:50][CH:49]7[CH3:54])[C:45]([CH3:57])=[CH:44][C:43]=6[CH3:58])=[CH:37][CH:36]=4)[N:32]=[N:31]3)=[CH:21][CH:20]=2)[CH2:14][O:13]C(C)(C)[O:11][CH2:10]1)=O)(C)(C)C.B(F)(F)F.CCOCC. (2) Given the product [F:26][C:21]1[CH:30]=[CH:29][C:28]([C:32](=[O:31])[CH2:14][C:13]#[N:15])=[CH:19][CH:20]=1, predict the reactants needed to synthesize it. The reactants are: C(NC(C)C)(C)C.C([Li])CCC.[C:13](#[N:15])[CH3:14].C(O[C:19](=O)[C:20]1C=CC=C[C:21]=1[F:26])C.[CH2:28]1[CH2:32][O:31][CH2:30][CH2:29]1. (3) Given the product [Cl:22][C:23]1[CH:28]=[C:27]([CH2:29][O:1][C:2]2[CH:11]=[C:10]3[C:5]([C:6]([O:12][C:13]4[CH:18]=[CH:17][CH:16]=[CH:15][CH:14]=4)=[N:7][CH:8]=[N:9]3)=[CH:4][C:3]=2[O:19][CH3:20])[CH:26]=[C:25]([O:31][CH3:32])[N:24]=1, predict the reactants needed to synthesize it. The reactants are: [OH:1][C:2]1[CH:11]=[C:10]2[C:5]([C:6]([O:12][C:13]3[CH:18]=[CH:17][CH:16]=[CH:15][CH:14]=3)=[N:7][CH:8]=[N:9]2)=[CH:4][C:3]=1[O:19][CH3:20].Cl.[Cl:22][C:23]1[CH:28]=[C:27]([CH2:29]Cl)[CH:26]=[C:25]([O:31][CH3:32])[N:24]=1.C(=O)([O-])[O-].[K+].[K+]. (4) The reactants are: [OH:1][C:2]1[CH:11]=[CH:10][C:5]2[CH2:6][O:7][B:8]([OH:9])[C:4]=2[CH:3]=1.[H-].[Na+].Br[CH:15]([CH3:17])[CH3:16].Cl. Given the product [CH:15]([O:1][C:2]1[CH:11]=[CH:10][C:5]2[CH2:6][O:7][B:8]([OH:9])[C:4]=2[CH:3]=1)([CH3:17])[CH3:16], predict the reactants needed to synthesize it. (5) Given the product [C:1]([O:5][C:6](=[O:35])[NH:7][C:8]1[S:9][C:10]([C:38]2[CH:37]=[N:36][CH:41]=[CH:40][CH:39]=2)=[CH:11][C:12]=1[C:13]([N:15]1[CH2:20][CH2:19][CH:18]([N:21]2[CH2:33][CH2:32][CH2:31][C:23]3([C:27](=[O:28])[O:26][C:25]([CH3:30])([CH3:29])[CH2:24]3)[CH2:22]2)[CH2:17][CH2:16]1)=[O:14])([CH3:4])([CH3:3])[CH3:2], predict the reactants needed to synthesize it. The reactants are: [C:1]([O:5][C:6](=[O:35])[NH:7][C:8]1[S:9][C:10](Br)=[CH:11][C:12]=1[C:13]([N:15]1[CH2:20][CH2:19][CH:18]([N:21]2[CH2:33][CH2:32][CH2:31][C:23]3([C:27](=[O:28])[O:26][C:25]([CH3:30])([CH3:29])[CH2:24]3)[CH2:22]2)[CH2:17][CH2:16]1)=[O:14])([CH3:4])([CH3:3])[CH3:2].[N:36]1[CH:41]=[CH:40][CH:39]=[C:38](B(O)O)[CH:37]=1. (6) Given the product [I:28][C:7]1[C:6]([CH3:20])=[N:5][N:4]([CH:1]([CH3:3])[CH3:2])[C:8]=1[C:9]1[CH:19]=[CH:18][C:12]2[O:13][CH2:14][C:15](=[O:17])[NH:16][C:11]=2[CH:10]=1, predict the reactants needed to synthesize it. The reactants are: [CH:1]([N:4]1[C:8]([C:9]2[CH:19]=[CH:18][C:12]3[O:13][CH2:14][C:15](=[O:17])[NH:16][C:11]=3[CH:10]=2)=[CH:7][C:6]([CH3:20])=[N:5]1)([CH3:3])[CH3:2].C1C(=O)N([I:28])C(=O)C1.